Dataset: Reaction yield outcomes from USPTO patents with 853,638 reactions. Task: Predict the reaction yield, written as a fraction of the theoretical maximum amount of product (1.0 means a 100% yield; for example, 0.34 means a 34% yield). (1) The reactants are Cl[C:2]1[C:7]([C:8]([NH2:10])=[O:9])=[CH:6][N:5]=[C:4](Cl)[CH:3]=1.[CH2:12]([O:19][C:20]1[CH:25]=[CH:24][C:23]([OH:26])=[CH:22][CH:21]=1)[C:13]1[CH:18]=[CH:17][CH:16]=[CH:15][CH:14]=1.C(O[C:32](=[O:39])[NH:33][C@H:34]1[CH2:38][CH2:37][NH:36][CH2:35]1)(C)(C)C.[C:40](O)(=O)[CH:41]=C. No catalyst specified. The product is [C:32]([NH:33][C@H:34]1[CH2:38][CH2:37][N:36]([C:4]2[CH:3]=[C:2]([O:26][C:23]3[CH:22]=[CH:21][C:20]([O:19][CH2:12][C:13]4[CH:14]=[CH:15][CH:16]=[CH:17][CH:18]=4)=[CH:25][CH:24]=3)[C:7]([C:8]([NH2:10])=[O:9])=[CH:6][N:5]=2)[CH2:35]1)(=[O:39])[CH:40]=[CH2:41]. The yield is 0.221. (2) The reactants are [CH3:1][N:2]([CH3:34])[C:3]([C:5]1[CH:10]=[CH:9][C:8]([CH:11]2[CH:20]([C:21]3[CH:26]=[CH:25][C:24]([F:27])=[CH:23][CH:22]=3)[C:19](=O)[C:18]3[C:17]([C:29]([O:31]CC)=O)=[CH:16][CH:15]=[CH:14][C:13]=3[NH:12]2)=[CH:7][CH:6]=1)=[O:4].O.[NH2:36][NH2:37]. No catalyst specified. The product is [F:27][C:24]1[CH:25]=[CH:26][C:21]([CH:20]2[C:19]3=[N:36][NH:37][C:29](=[O:31])[C:17]4[CH:16]=[CH:15][CH:14]=[C:13]([C:18]=43)[NH:12][CH:11]2[C:8]2[CH:7]=[CH:6][C:5]([C:3]([N:2]([CH3:34])[CH3:1])=[O:4])=[CH:10][CH:9]=2)=[CH:22][CH:23]=1. The yield is 0.240. (3) The reactants are [Cl:1][C:2]1[CH:7]=[CH:6][C:5]([N:8]2[CH:12]=[CH:11][C:10]([C:13]([O:15]CC)=[O:14])=[N:9]2)=[CH:4][CH:3]=1.[Li+].[OH-].Cl. The catalyst is C1COCC1. The product is [Cl:1][C:2]1[CH:3]=[CH:4][C:5]([N:8]2[CH:12]=[CH:11][C:10]([C:13]([OH:15])=[O:14])=[N:9]2)=[CH:6][CH:7]=1. The yield is 0.960. (4) The reactants are [CH:1]([C:4]1[CH:9]=[CH:8][C:7]([CH:10]2[C:14]3[C:15]([CH3:20])=[CH:16][C:17]([CH3:19])=[CH:18][C:13]=3[O:12][CH2:11]2)=[CH:6][CH:5]=1)([CH3:3])[CH3:2].[Br:21]N1C(=O)CCC1=O. The catalyst is C(#N)C. The product is [Br:21][C:16]1[C:17]([CH3:19])=[CH:18][C:13]2[O:12][CH2:11][CH:10]([C:7]3[CH:8]=[CH:9][C:4]([CH:1]([CH3:3])[CH3:2])=[CH:5][CH:6]=3)[C:14]=2[C:15]=1[CH3:20]. The yield is 0.820. (5) The reactants are [CH2:1]([O:3][C:4](=[O:25])[CH2:5][C@@H:6]([NH:13][C:14]1[C:19]([N+:20]([O-])=O)=[CH:18][CH:17]=[C:16]([C:23]#[N:24])[N:15]=1)[C:7]1[CH:12]=[CH:11][CH:10]=[CH:9][CH:8]=1)[CH3:2]. The catalyst is CCO.[Pd]. The product is [CH2:1]([O:3][C:4](=[O:25])[CH2:5][C@@H:6]([NH:13][C:14]1[C:19]([NH2:20])=[CH:18][CH:17]=[C:16]([C:23]#[N:24])[N:15]=1)[C:7]1[CH:8]=[CH:9][CH:10]=[CH:11][CH:12]=1)[CH3:2]. The yield is 0.940. (6) The reactants are CC1(C)COB([C:8]2[CH:13]=[CH:12][C:11]([C:14]3([OH:18])[CH2:17][O:16][CH2:15]3)=[C:10]([O:19][CH3:20])[CH:9]=2)OC1.Br[C:23]1[CH:24]=[C:25]2[C:29](=[CH:30][C:31]=1[F:32])[NH:28][CH:27]=[C:26]2[CH:33]=[O:34].C(=O)([O-])[O-].[K+].[K+]. The catalyst is C1(C)C=CC=CC=1.C(O)C.C1C=CC(P(C2C=CC=CC=2)[C-]2C=CC=C2)=CC=1.C1C=CC(P(C2C=CC=CC=2)[C-]2C=CC=C2)=CC=1.Cl[Pd]Cl.[Fe+2]. The product is [F:32][C:31]1[CH:30]=[C:29]2[C:25]([C:26]([CH:33]=[O:34])=[CH:27][NH:28]2)=[CH:24][C:23]=1[C:8]1[CH:13]=[CH:12][C:11]([C:14]2([OH:18])[CH2:15][O:16][CH2:17]2)=[C:10]([O:19][CH3:20])[CH:9]=1. The yield is 0.730. (7) The catalyst is CN(C)C=O.CO. The reactants are [N:1]([CH3:4])=[C:2]=S.[Br:5][C:6]1[CH:11]=[C:10]([NH2:12])[C:9]([NH2:13])=[C:8]([CH3:14])[CH:7]=1.Cl.CN(C)CCCN=C=NCC. The product is [Br:5][C:6]1[CH:7]=[C:8]([CH3:14])[C:9]2[NH:13][C:2]([NH:1][CH3:4])=[N:12][C:10]=2[CH:11]=1. The yield is 0.720. (8) The reactants are [Cl:1][C:2]1[N:11]=[C:10]([N:12]2[CH2:17][CH2:16][O:15][CH2:14][CH2:13]2)[C:9]2[C:4](=[C:5]3[CH:20]=[CH:19][NH:18][C:6]3=[CH:7][CH:8]=2)[N:3]=1.C([O-])([O-])=O.[Cs+].[Cs+].Cl.[CH3:28][N:29]([CH3:33])[CH2:30][CH2:31]Cl.O. The catalyst is CN(C=O)C. The product is [Cl:1][C:2]1[N:11]=[C:10]([N:12]2[CH2:13][CH2:14][O:15][CH2:16][CH2:17]2)[C:9]2[C:4](=[C:5]3[CH:20]=[CH:19][N:18]([CH2:31][CH2:30][N:29]([CH3:33])[CH3:28])[C:6]3=[CH:7][CH:8]=2)[N:3]=1. The yield is 0.680. (9) The reactants are [OH:1][CH2:2][C@@H:3]([NH:6][C:7](=[O:13])[O:8][C:9]([CH3:12])([CH3:11])[CH3:10])[CH:4]=[CH2:5].[C@H]1(N[C:21]([C:23]2C3C(=CC=CC=3)C=[CH:25][C:24]=2P(C2C=CC=CC=2)C2C=CC=CC=2)=[O:22])CCCC[C@@H]1N[C:21]([C:23]1C2C(=CC=CC=2)C=[CH:25][C:24]=1P(C1C=CC=CC=1)C1C=CC=CC=1)=[O:22].C(B(CC)CC)C.C1COCC1.C(C1CO1)=C. The catalyst is CN(C)C1C=CN=CC=1.ClCCl.C([O-])(O)=O.[Na+].C1C=CC(/C=C/C(/C=C/C2C=CC=CC=2)=O)=CC=1.C1C=CC(/C=C/C(/C=C/C2C=CC=CC=2)=O)=CC=1.C1C=CC(/C=C/C(/C=C/C2C=CC=CC=2)=O)=CC=1.[Pd].[Pd]. The product is [OH:22][CH2:21][CH:23]([O:1][CH2:2][C@@H:3]([NH:6][C:7](=[O:13])[O:8][C:9]([CH3:12])([CH3:11])[CH3:10])[CH:4]=[CH2:5])[CH:24]=[CH2:25]. The yield is 0.490. (10) The reactants are [Cl:1][C:2]1[C:11]2[C:6](=[C:7]([F:12])[CH:8]=[CH:9][CH:10]=2)[N:5]=[C:4]([C:13]([O:15]CC)=O)[N:3]=1.[F:18][C:19]1[CH:24]=[CH:23][C:22]([Mg]Br)=[CH:21][CH:20]=1.C1COCC1.Cl.[Na+].[Cl-]. The catalyst is C1COCC1. The product is [Cl:1][C:2]1[C:11]2[C:6](=[C:7]([F:12])[CH:8]=[CH:9][CH:10]=2)[N:5]=[C:4]([C:13]([C:22]2[CH:23]=[CH:24][C:19]([F:18])=[CH:20][CH:21]=2)=[O:15])[N:3]=1. The yield is 0.930.